From a dataset of Reaction yield outcomes from USPTO patents with 853,638 reactions. Predict the reaction yield, written as a fraction of the theoretical maximum amount of product (1.0 means a 100% yield; for example, 0.34 means a 34% yield). (1) The reactants are [CH:1]1([C:6]#[C:7][C:8]#[N:9])[CH2:5][CH2:4][CH2:3][CH2:2]1.[NH:10]1[CH:14]=[C:13]([C:15]2[C:16]3[CH:23]=[CH:22][N:21]([CH2:24][O:25][CH2:26][CH2:27][Si:28]([CH3:31])([CH3:30])[CH3:29])[C:17]=3[N:18]=[CH:19][N:20]=2)[CH:12]=[N:11]1.C1CCN2C(=NCCC2)CC1. The catalyst is C(#N)C. The product is [C:1]1(=[C:6]([N:10]2[CH:14]=[C:13]([C:15]3[C:16]4[CH:23]=[CH:22][N:21]([CH2:24][O:25][CH2:26][CH2:27][Si:28]([CH3:31])([CH3:30])[CH3:29])[C:17]=4[N:18]=[CH:19][N:20]=3)[CH:12]=[N:11]2)[CH2:7][C:8]#[N:9])[CH2:5][CH2:4][CH2:3][CH2:2]1. The yield is 0.740. (2) The product is [Cl:20][C:21]1[CH:31]=[CH:30][C:24]2[NH:25][C:26]([CH2:28][NH:11][C:10]3[CH:9]=[CH:8][NH:7][C:6]=3[C:4]([O:3][CH2:1][CH3:2])=[O:5])=[N:27][C:23]=2[CH:22]=1. The yield is 0.460. The catalyst is CO.C(OCC)(=O)C.CN(C=O)C.C(Cl)Cl. The reactants are [CH2:1]([O:3][C:4]([C:6]1[NH:7][CH:8]=[CH:9][C:10]=1[NH2:11])=[O:5])[CH3:2].[BH3-]C#N.[Na+].CC(O)=O.[Cl:20][C:21]1[CH:31]=[CH:30][C:24]2[NH:25][C:26]([CH:28]=O)=[N:27][C:23]=2[CH:22]=1.[OH-].[Na+]. (3) The reactants are Br[CH2:2][C:3]([C:5]1[CH:10]=[CH:9][C:8]([C:11]#[N:12])=[CH:7][CH:6]=1)=[O:4].C([O-])=[O:14].[Na+]. The catalyst is CO. The product is [OH:14][CH2:2][C:3]([C:5]1[CH:10]=[CH:9][C:8]([C:11]#[N:12])=[CH:7][CH:6]=1)=[O:4]. The yield is 0.500.